From a dataset of Full USPTO retrosynthesis dataset with 1.9M reactions from patents (1976-2016). Predict the reactants needed to synthesize the given product. (1) The reactants are: [NH2:1][C:2]1[C:7]([CH:8]=O)=[CH:6][N:5]=[C:4]([N:10]2[CH2:15][CH2:14][O:13][CH2:12][CH2:11]2)[N:3]=1.C[O:17][C:18](=O)[CH2:19][C:20]([NH:22][C:23]1[CH:28]=[C:27]([C:29](=[O:39])[NH:30][C@H:31]([C:33]2[CH:38]=[CH:37][CH:36]=[CH:35][CH:34]=2)[CH3:32])[CH:26]=[CH:25][C:24]=1[Cl:40])=[O:21].N1CCCCC1. Given the product [Cl:40][C:24]1[CH:25]=[CH:26][C:27]([C:29](=[O:39])[NH:30][C@H:31]([C:33]2[CH:38]=[CH:37][CH:36]=[CH:35][CH:34]=2)[CH3:32])=[CH:28][C:23]=1[NH:22][C:20]([C:19]1[C:18](=[O:17])[NH:1][C:2]2[N:3]=[C:4]([N:10]3[CH2:15][CH2:14][O:13][CH2:12][CH2:11]3)[N:5]=[CH:6][C:7]=2[CH:8]=1)=[O:21], predict the reactants needed to synthesize it. (2) The reactants are: [Br:1][C:2]1[C:7]2[N:8]=[C:9](SC)[N:10]=[CH:11][C:6]=2[C:5](=[O:14])[N:4]([CH2:15][CH3:16])[CH:3]=1.ClC1C=CC=C(C(OO)=O)C=1.[CH3:28][N:29]1[CH2:34][CH2:33][N:32]([C:35]2[CH:41]=[CH:40][C:38]([NH2:39])=[CH:37][CH:36]=2)[CH2:31][CH2:30]1.C(N(C(C)C)C(C)C)C. Given the product [Br:1][C:2]1[C:7]2[N:8]=[C:9]([NH:39][C:38]3[CH:37]=[CH:36][C:35]([N:32]4[CH2:31][CH2:30][N:29]([CH3:28])[CH2:34][CH2:33]4)=[CH:41][CH:40]=3)[N:10]=[CH:11][C:6]=2[C:5](=[O:14])[N:4]([CH2:15][CH3:16])[CH:3]=1, predict the reactants needed to synthesize it. (3) Given the product [CH2:17]([O:16][CH:5]([CH2:6][C:7]1[CH:8]=[C:9]2[C:13](=[CH:14][CH:15]=1)[N:12]([CH2:21][C:22]1[N:23]=[C:24]([C:28]3[CH:29]=[CH:30][C:31]([CH2:34][CH3:35])=[CH:32][CH:33]=3)[O:25][C:26]=1[CH3:27])[CH:11]=[CH:10]2)[C:4]([OH:3])=[O:19])[CH3:18], predict the reactants needed to synthesize it. The reactants are: C([O:3][C:4](=[O:19])[CH:5]([O:16][CH2:17][CH3:18])[CH2:6][C:7]1[CH:8]=[C:9]2[C:13](=[CH:14][CH:15]=1)[NH:12][CH:11]=[CH:10]2)C.Cl[CH2:21][C:22]1[N:23]=[C:24]([C:28]2[CH:33]=[CH:32][C:31]([CH2:34][CH3:35])=[CH:30][CH:29]=2)[O:25][C:26]=1[CH3:27]. (4) Given the product [CH2:16]([O:18][C:19](=[O:37])[CH:20]([O:9][C:3]1[CH:4]=[CH:5][C:6]([F:8])=[CH:7][C:2]=1[F:1])[C:21]1[CH:22]=[CH:23][C:24]([S:27]([N:30]2[CH2:31][CH2:32][CH2:33][CH2:34][CH2:35]2)(=[O:28])=[O:29])=[CH:25][CH:26]=1)[CH3:17], predict the reactants needed to synthesize it. The reactants are: [F:1][C:2]1[CH:7]=[C:6]([F:8])[CH:5]=[CH:4][C:3]=1[OH:9].C(=O)([O-])[O-].[Cs+].[Cs+].[CH2:16]([O:18][C:19](=[O:37])[CH:20](Br)[C:21]1[CH:26]=[CH:25][C:24]([S:27]([N:30]2[CH2:35][CH2:34][CH2:33][CH2:32][CH2:31]2)(=[O:29])=[O:28])=[CH:23][CH:22]=1)[CH3:17]. (5) Given the product [Cl:8][C:6]1[CH:5]=[C:4]([C:9]2[CH:13]=[C:12]([C:14]3[CH:15]=[N:16][C:17]4[C:22]([CH:23]=3)=[CH:21][CH:20]=[CH:19][CH:18]=4)[N:11]([C@H:24]([C:26]3[CH:27]=[CH:28][C:29]([C:30]([NH:32][CH2:33][CH2:34][C:35]([OH:37])=[O:36])=[O:31])=[CH:42][CH:43]=3)[CH3:25])[N:10]=2)[CH:3]=[C:2]([Cl:1])[CH:7]=1, predict the reactants needed to synthesize it. The reactants are: [Cl:1][C:2]1[CH:3]=[C:4]([C:9]2[CH:13]=[C:12]([C:14]3[CH:15]=[N:16][C:17]4[C:22]([CH:23]=3)=[CH:21][CH:20]=[CH:19][CH:18]=4)[N:11]([C@H:24]([C:26]3[CH:43]=[CH:42][C:29]([C:30]([NH:32][CH2:33][CH2:34][C:35]([O:37]C(C)(C)C)=[O:36])=[O:31])=[CH:28][CH:27]=3)[CH3:25])[N:10]=2)[CH:5]=[C:6]([Cl:8])[CH:7]=1.C(O)(C(F)(F)F)=O.